This data is from Full USPTO retrosynthesis dataset with 1.9M reactions from patents (1976-2016). The task is: Predict the reactants needed to synthesize the given product. (1) Given the product [F:27][C:24]1[CH:25]=[CH:26][C:21]([C:13]2[C:12]([CH2:11][O:10][C:7]3[CH:8]=[CH:9][C:4]([C:3]([NH:57][CH2:56][C:55]([F:59])([F:58])[F:54])=[O:28])=[CH:5][N:6]=3)=[C:16]([C:17]([F:18])([F:19])[F:20])[O:15][N:14]=2)=[CH:22][CH:23]=1, predict the reactants needed to synthesize it. The reactants are: CO[C:3](=[O:28])[C:4]1[CH:9]=[CH:8][C:7]([O:10][CH2:11][C:12]2[C:13]([C:21]3[CH:26]=[CH:25][C:24]([F:27])=[CH:23][CH:22]=3)=[N:14][O:15][C:16]=2[C:17]([F:20])([F:19])[F:18])=[N:6][CH:5]=1.COC(=O)C1C=CC(OCC2C(C3C=CC=C(F)C=3)=NOC=2C)=NC=1.[F:54][C:55]([F:59])([F:58])[CH2:56][NH2:57]. (2) Given the product [Cl:1][C:2]1[CH:28]=[CH:27][C:5]([CH2:6][N:7]2[C:15]3[C:10](=[CH:11][CH:12]=[CH:13][CH:14]=3)[CH:9]=[C:8]2[C:16]([N:18]2[CH2:19][CH2:20][CH:21]([C:24]([NH:67][CH2:66][CH2:65][C:62]3[CH:63]=[CH:64][C:59]([CH3:68])=[CH:60][CH:61]=3)=[O:25])[CH2:22][CH2:23]2)=[O:17])=[CH:4][CH:3]=1, predict the reactants needed to synthesize it. The reactants are: [Cl:1][C:2]1[CH:28]=[CH:27][C:5]([CH2:6][N:7]2[C:15]3[C:10](=[CH:11][CH:12]=[CH:13][CH:14]=3)[CH:9]=[C:8]2[C:16]([N:18]2[CH2:23][CH2:22][CH:21]([C:24](O)=[O:25])[CH2:20][CH2:19]2)=[O:17])=[CH:4][CH:3]=1.C(N=C=NCCCN(C)C)C.ON1C2C=CC=CC=2N=N1.C(N(CC)C(C)C)(C)C.[C:59]1([CH3:68])[CH:64]=[CH:63][C:62]([CH2:65][CH2:66][NH2:67])=[CH:61][CH:60]=1. (3) Given the product [Br:1][C:2]1[CH:7]=[CH:6][C:5]([Br:8])=[CH:4][C:3]=1[S:9]([N:12]([CH2:28][CH2:29][CH2:30][CH2:31][CH2:32][CH3:33])[C@@H:13]1[CH2:17][CH2:16][N:15]([C:18]([O:20][C:21]([CH3:24])([CH3:23])[CH3:22])=[O:19])[CH2:14]1)(=[O:11])=[O:10], predict the reactants needed to synthesize it. The reactants are: [Br:1][C:2]1[CH:7]=[CH:6][C:5]([Br:8])=[CH:4][C:3]=1[S:9]([NH:12][C@@H:13]1[CH2:17][CH2:16][N:15]([C:18]([O:20][C:21]([CH3:24])([CH3:23])[CH3:22])=[O:19])[CH2:14]1)(=[O:11])=[O:10].[H-].[Na+].Br[CH2:28][CH2:29][CH2:30][CH2:31][CH2:32][CH3:33]. (4) Given the product [C:1]1([C:14]2[CH:19]=[CH:18][CH:17]=[CH:16][CH:15]=2)[CH:2]=[CH:3][C:4]([NH:7][C:8](=[O:13])[CH2:9][C:10]([N:35]2[CH2:31][CH2:30][CH:29]([O:57][C:56]3[CH:64]=[CH:65][CH:66]=[CH:67][C:55]=3[N+:52]([O-:54])=[O:53])[CH2:34][CH2:33]2)=[O:12])=[CH:5][CH:6]=1, predict the reactants needed to synthesize it. The reactants are: [C:1]1([C:14]2[CH:19]=[CH:18][CH:17]=[CH:16][CH:15]=2)[CH:6]=[CH:5][C:4]([NH:7][C:8](=[O:13])[CH2:9][C:10]([OH:12])=O)=[CH:3][CH:2]=1.CCN(C(C)C)C(C)C.[CH:29]1[CH:30]=[CH:31]C2N(O)N=[N:35][C:33]=2[CH:34]=1.CCN=C=NCCCN(C)C.Cl.Cl.[N+:52]([C:55]1[CH:67]=[CH:66][CH:65]=[CH:64][C:56]=1[O:57]N1CCCCC1)([O-:54])=[O:53].